Dataset: Clinical trial toxicity outcomes and FDA approval status for drugs. Task: Regression/Classification. Given a drug SMILES string, predict its toxicity properties. Task type varies by dataset: regression for continuous values (e.g., LD50, hERG inhibition percentage) or binary classification for toxic/non-toxic outcomes (e.g., AMES mutagenicity, cardiotoxicity, hepatotoxicity). Dataset: clintox. (1) The compound is C[NH+]1CCC[C@@H]1Cc1c[nH]c2ccc(CCS(=O)(=O)c3ccccc3)cc12. The result is 0 (passed clinical trial). (2) The drug is C[C@@H](CN1CC(=O)NC(=O)C1)[NH+]1CC(=O)NC(=O)C1. The result is 0 (passed clinical trial). (3) The drug is O=C([O-])CCc1nc(-c2ccccc2)c(-c2ccccc2)o1. The result is 0 (passed clinical trial). (4) The molecule is C[C@]12CC[C@@H]3c4ccc(OC(=O)N(CCCl)CCCl)cc4CC[C@H]3[C@@H]1CC[C@@H]2OP(=O)([O-])[O-]. The result is 0 (passed clinical trial). (5) The drug is O=C(Nc1c(Cl)cncc1Cl)c1ccc(OC(F)F)c(OCC2CC2)c1. The result is 0 (passed clinical trial). (6) The molecule is CCCCC(=O)O[C@]1(C(=O)CO)[C@@H](C)C[C@H]2[C@@H]3CCC4=CC(=O)C=C[C@]4(C)[C@@]3(F)[C@@H](O)C[C@@]21C. The result is 0 (passed clinical trial). (7) The molecule is CN1CCC[NH+]=C1COC(=O)C(O)(c1ccccc1)C1CCCCC1. The result is 0 (passed clinical trial). (8) The molecule is C[NH2+][C@@H]1CCc2[nH]c3ccc(C(N)=O)cc3c2C1. The result is 0 (passed clinical trial).